From a dataset of Drug-target binding data from BindingDB using Kd measurements. Regression. Given a target protein amino acid sequence and a drug SMILES string, predict the binding affinity score between them. We predict pKd (pKd = -log10(Kd in M); higher means stronger binding). Dataset: bindingdb_kd. (1) The compound is Cn1cc(C2=C(c3cn(C4CCN(Cc5ccccn5)CC4)c4ccccc34)C(=O)NC2=O)c2ccccc21. The target protein (P53355) has sequence MTVFRQENVDDYYDTGEELGSGQFAVVKKCREKSTGLQYAAKFIKKRRTKSSRRGVSREDIEREVSILKEIQHPNVITLHEVYENKTDVILILELVAGGELFDFLAEKESLTEEEATEFLKQILNGVYYLHSLQIAHFDLKPENIMLLDRNVPKPRIKIIDFGLAHKIDFGNEFKNIFGTPEFVAPEIVNYEPLGLEADMWSIGVITYILLSGASPFLGDTKQETLANVSAVNYEFEDEYFSNTSALAKDFIRRLLVKDPKKRMTIQDSLQHPWIKPKDTQQALSRKASAVNMEKFKKFAARKKWKQSVRLISLCQRLSRSFLSRSNMSVARSDDTLDEEDSFVMKAIIHAINDDNVPGLQHLLGSLSNYDVNQPNKHGTPPLLIAAGCGNIQILQLLIKRGSRIDVQDKGGSNAVYWAARHGHVDTLKFLSENKCPLDVKDKSGEMALHVAARYGHADVAQLLCSFGSNPNIQDKEEETPLHCAAWHGYYSVAKALCEA.... The pKd is 5.0. (2) The small molecule is CN(c1ccccc1)c1c(Cl)nc2ccc(C(O)(c3cccnc3)c3cccc(Cl)c3)cc2c1Cl. The target protein sequence is MAHHHHHHAGGAENLYFQGAMDSTPEAPYASLTEIEHLVQSVCKSYRETCQLRLEDLLRQRSNIFSREEVTGYQRKSMWEMWERCAHHLTEAIQYVVEFAKRLSGFMELCQNDQIVLLKAGAMEVVLVRMCRAYNADNRTVFFEGKYGGMELFRALGCSELISSIFDFSHSLSALHFSEDEIALYTALVLINAHRPGLQEKRKVEQLQYNLELAFHHHLCKTHRQSILAKLPPKGKLRSLCSQHVERLQIFQHLHPIVVQAAFPPLYKELFSTETESPVGLSK. The pKd is 7.6. (3) The small molecule is CC1(C)CNc2cc(NC(=O)c3cccnc3NCc3ccncc3)ccc21. The target protein (P32298) has sequence MELENIVANSLLLKARQGGYGKKSGRSKKWKEILTLPPVSQCSELRHSIEKDYSSLCDKQPIGRRLFRQFCDTKPTLKRHIEFLDAVAEYEVADDEDRSDCGLSILDRFFNDKLAAPLPEIPPDVVTECRLGLKEENPSKKAFEECTRVAHNYLRGEPFEEYQESSYFSQFLQWKWLERQPVTKNTFRHYRVLGKGGFGEVCACQVRATGKMYACKKLQKKRIKKRKGEAMALNEKRILEKVQSRFVVSLAYAYETKDALCLVLTIMNGGDLKFHIYNLGNPGFDEQRAVFYAAELCCGLEDLQRERIVYRDLKPENILLDDRGHIRISDLGLATEIPEGQRVRGRVGTVGYMAPEVVNNEKYTFSPDWWGLGCLIYEMIQGHSPFKKYKEKVKWEEVDQRIKNDTEEYSEKFSEDAKSICRMLLTKNPSKRLGCRGEGAAGVKQHPVFKDINFRRLEANMLEPPFCPDPHAVYCKDVLDIEQFSVVKGIYLDTADEDFY.... The pKd is 5.0. (4) The drug is Cc1ccc(-n2nc(C(C)(C)C)cc2NC(=O)Nc2ccc(OCCN3CCOCC3)c3ccccc23)cc1. The target protein (P09769) has sequence MGCVFCKKLEPVATAKEDAGLEGDFRSYGAADHYGPDPTKARPASSFAHIPNYSNFSSQAINPGFLDSGTIRGVSGIGVTLFIALYDYEARTEDDLTFTKGEKFHILNNTEGDWWEARSLSSGKTGCIPSNYVAPVDSIQAEEWYFGKIGRKDAERQLLSPGNPQGAFLIRESETTKGAYSLSIRDWDQTRGDHVKHYKIRKLDMGGYYITTRVQFNSVQELVQHYMEVNDGLCNLLIAPCTIMKPQTLGLAKDAWEISRSSITLERRLGTGCFGDVWLGTWNGSTKVAVKTLKPGTMSPKAFLEEAQVMKLLRHDKLVQLYAVVSEEPIYIVTEFMCHGSLLDFLKNPEGQDLRLPQLVDMAAQVAEGMAYMERMNYIHRDLRAANILVGERLACKIADFGLARLIKDDEYNPCQGSKFPIKWTAPEAALFGRFTIKSDVWSFGILLTELITKGRIPYPGMNKREVLEQVEQGYHMPCPPGCPASLYEAMEQTWRLDPE.... The pKd is 5.0. (5) The drug is COc1cc2c(cc1OC)C1CC(=O)C(CC(C)C)CN1CC2. The target protein sequence is MALSDLVLLRWLRDSRHSRKLILFIVFLALLLDNMLLTVVFPIIPSYLYSIKHEKNSTEIQTTRPELVVSTSESIFSYYNNSTVLITGNATGTLPGGQSHKATSTQHTVANTTVPSDCPSEDRDLLNENVQVGLLFASKATVQLLTNPFIGLLTNRIGYPIPMFAGFCIMFISTVMFAFSSSYAFLLIARSLQGIGSSCSSVAGMGMLASVYTDDEERGKPMGIALGGLAMGVLVGPPFGSVLYEFVGKTAPFLVLAALVLLDGAIQLFVLQPSRVQPESQKGTPLTTLLKDPYILIAAGSICFANMGIAMLEPALPIWMMETMCSRKWQLGVAFLPASISYLIGTNIFGILAHKMGRWLCALLGMVIVGISILCIPFAKNIYGLIAPNFGVGFAIGMVDSSMMPIMGYLVDLRHVSVYGSVYAIADVAFCMGYAIGPSAGGAIAKAIGFPWLMTIIGIIDIAFAPLCFFLRSPPAKEEKMAILMDHNCPIKRKMYTQNN.... The pKd is 7.0. (6) The compound is COc1cc([C@@H](CC(=O)O)c2ccc(C)c(CN3C[C@@H](C)Oc4ccccc4S3(=O)=O)c2)cc2nnn(C)c12. The target protein (Q14145) has sequence MQPDPRPSGAGACCRFLPLQSQCPEGAGDAVMYASTECKAEVTPSQHGNRTFSYTLEDHTKQAFGIMNELRLSQQLCDVTLQVKYQDAPAAQFMAHKVVLASSSPVFKAMFTNGLREQGMEVVSIEGIHPKVMERLIEFAYTASISMGEKCVLHVMNGAVMYQIDSVVRACSDFLVQQLDPSNAIGIANFAEQIGCVELHQRAREYIYMHFGEVAKQEEFFNLSHCQLVTLISRDDLNVRCESEVFHACINWVKYDCEQRRFYVQALLRAVRCHSLTPNFLQMQLQKCEILQSDSRCKDYLVKIFEELTLHKPTQVMPCRAPKVGRLIYTAGGYFRQSLSYLEAYNPSDGTWLRLADLQVPRSGLAGCVVGGLLYAVGGRNNSPDGNTDSSALDCYNPMTNQWSPCAPMSVPRNRIGVGVIDGHIYAVGGSHGCIHHNSVERYEPERDEWHLVAPMLTRRIGVGVAVLNRLLYAVGGFDGTNRLNSAECYYPERNEWRMI.... The pKd is 8.8.